This data is from Forward reaction prediction with 1.9M reactions from USPTO patents (1976-2016). The task is: Predict the product of the given reaction. (1) The product is: [OH:9][CH2:8][C:7]1[CH:6]=[C:5]([CH:13]=[C:12]([N:14]([S:18]([CH3:21])(=[O:20])=[O:19])[CH2:15][CH2:16][CH3:17])[CH:11]=1)[C:3]([O:2][CH3:1])=[O:4]. Given the reactants [CH3:1][O:2][C:3]([C:5]1[CH:6]=[C:7]([CH:11]=[C:12]([N:14]([S:18]([CH3:21])(=[O:20])=[O:19])[CH2:15][CH2:16][CH3:17])[CH:13]=1)[C:8](O)=[O:9])=[O:4].NC1C=C(C(OC)=O)C=C(C=1)C(OC)=O.C(I)CC.B.C1COCC1, predict the reaction product. (2) Given the reactants [NH2:1][C:2]1[CH:7]=[C:6]([F:8])[CH:5]=[CH:4][C:3]=1[NH:9][CH:10]1[CH2:15][CH2:14][N:13]([C:16]2([CH3:26])[CH2:20][CH2:19][N:18]([C:21]([O:23][CH2:24][CH3:25])=[O:22])[CH2:17]2)[CH2:12][CH2:11]1.NC1C=CC(F)=CC=1NC1CCN(C2(C)CCN([C:47]([O-])=[O:48])C2)CC1.C(N(CC)CC)C.ClC(OC(=O)OC(Cl)(Cl)Cl)(Cl)Cl, predict the reaction product. The product is: [F:8][C:6]1[CH:5]=[CH:4][C:3]2[N:9]([CH:10]3[CH2:11][CH2:12][N:13]([C:16]4([CH3:26])[CH2:20][CH2:19][N:18]([C:21]([O:23][CH2:24][CH3:25])=[O:22])[CH2:17]4)[CH2:14][CH2:15]3)[C:47](=[O:48])[NH:1][C:2]=2[CH:7]=1.